From a dataset of Peptide-MHC class I binding affinity with 185,985 pairs from IEDB/IMGT. Regression. Given a peptide amino acid sequence and an MHC pseudo amino acid sequence, predict their binding affinity value. This is MHC class I binding data. (1) The peptide sequence is GIYYSARRHRI. The MHC is Mamu-B17 with pseudo-sequence Mamu-B17. The binding affinity (normalized) is 0. (2) The peptide sequence is NMERKLNLS. The MHC is HLA-A30:01 with pseudo-sequence HLA-A30:01. The binding affinity (normalized) is 0.0847. (3) The peptide sequence is TAMAFHLSTR. The MHC is HLA-A68:01 with pseudo-sequence HLA-A68:01. The binding affinity (normalized) is 0.802. (4) The binding affinity (normalized) is 0. The MHC is H-2-Db with pseudo-sequence H-2-Db. The peptide sequence is YTVKYPRL. (5) The peptide sequence is ASDRISGIL. The MHC is HLA-A11:01 with pseudo-sequence HLA-A11:01. The binding affinity (normalized) is 0.0847. (6) The peptide sequence is AYISSEATTPV. The MHC is Mamu-B52 with pseudo-sequence Mamu-B52. The binding affinity (normalized) is 0. (7) The peptide sequence is TRYPLTFGW. The MHC is HLA-A02:02 with pseudo-sequence HLA-A02:02. The binding affinity (normalized) is 0.